Dataset: Reaction yield outcomes from USPTO patents with 853,638 reactions. Task: Predict the reaction yield, written as a fraction of the theoretical maximum amount of product (1.0 means a 100% yield; for example, 0.34 means a 34% yield). (1) The reactants are [OH-].[Na+].BrBr.[C:5]([C:8]1[C:9]([Cl:23])=[C:10]2[C:15](=[C:16]([Cl:18])[CH:17]=1)[S:14](=[O:20])(=[O:19])[CH2:13][CH2:12][C:11]2([CH3:22])[CH3:21])(=[O:7])C.C(OCC)(=[O:26])C. The catalyst is O. The product is [Cl:23][C:9]1[C:8]([C:5]([OH:7])=[O:26])=[CH:17][C:16]([Cl:18])=[C:15]2[C:10]=1[C:11]([CH3:22])([CH3:21])[CH2:12][CH2:13][S:14]2(=[O:20])=[O:19]. The yield is 0.900. (2) The reactants are NC1(C2C=CC(C3C(=O)C4C(=CC=C(F)C=4)OC=3C3C=CC=CC=3)=CC=2)CCC1.C(OC(=O)[NH:36][C:37]1([C:41]2[CH:46]=[CH:45][C:44]([C:47]3[C:48](=[O:72])[C:49]4[C:54]([O:55][C:56]=3[C:57]3[CH:62]=[CH:61][CH:60]=[CH:59][CH:58]=3)=[C:53]3[N:63](S(=O)(=O)N(C)C)[N:64]=[CH:65][C:52]3=[CH:51][CH:50]=4)=[CH:43][CH:42]=2)[CH2:40][CH2:39][CH2:38]1)(C)(C)C. No catalyst specified. The product is [NH2:36][C:37]1([C:41]2[CH:42]=[CH:43][C:44]([C:47]3[C:48](=[O:72])[C:49]4[C:54]([O:55][C:56]=3[C:57]3[CH:62]=[CH:61][CH:60]=[CH:59][CH:58]=3)=[C:53]3[NH:63][N:64]=[CH:65][C:52]3=[CH:51][CH:50]=4)=[CH:45][CH:46]=2)[CH2:40][CH2:39][CH2:38]1. The yield is 0.710.